Dataset: Forward reaction prediction with 1.9M reactions from USPTO patents (1976-2016). Task: Predict the product of the given reaction. Given the reactants FC(F)(F)C([NH:5][CH2:6][CH:7]1[CH2:12][CH2:11][CH2:10][N:9]([CH2:13][CH2:14][C:15]2[C:24]3[C:19](=[CH:20][CH:21]=[C:22]([O:25][CH3:26])[N:23]=3)[N:18]=[CH:17][CH:16]=2)[CH2:8]1)=O.O.C([O-])([O-])=O.[K+].[K+], predict the reaction product. The product is: [CH3:26][O:25][C:22]1[N:23]=[C:24]2[C:19](=[CH:20][CH:21]=1)[N:18]=[CH:17][CH:16]=[C:15]2[CH2:14][CH2:13][N:9]1[CH2:10][CH2:11][CH2:12][CH:7]([CH2:6][NH2:5])[CH2:8]1.